Dataset: Full USPTO retrosynthesis dataset with 1.9M reactions from patents (1976-2016). Task: Predict the reactants needed to synthesize the given product. (1) Given the product [CH2:1]([O:4][C@H:5]1[C:13]2[C:8](=[CH:9][C:10]([O:14][CH3:15])=[CH:11][CH:12]=2)[C@@H:7]([NH:16][CH2:29][C@@H:27]([OH:28])[C@@H:26]([NH:30][C:31](=[O:40])[O:32][CH2:33][C:34]2[CH:39]=[CH:38][CH:37]=[CH:36][CH:35]=2)[CH2:25][C:20]2[CH:19]=[C:18]([F:17])[CH:23]=[C:22]([F:24])[CH:21]=2)[CH2:6]1)[CH:2]=[CH2:3], predict the reactants needed to synthesize it. The reactants are: [CH2:1]([O:4][C@H:5]1[C:13]2[C:8](=[CH:9][C:10]([O:14][CH3:15])=[CH:11][CH:12]=2)[C@@H:7]([NH2:16])[CH2:6]1)[CH:2]=[CH2:3].[F:17][C:18]1[CH:19]=[C:20]([CH2:25][C@H:26]([NH:30][C:31](=[O:40])[O:32][CH2:33][C:34]2[CH:39]=[CH:38][CH:37]=[CH:36][CH:35]=2)[C@H:27]2[CH2:29][O:28]2)[CH:21]=[C:22]([F:24])[CH:23]=1. (2) Given the product [Br:1][C:2]1[CH:3]=[C:4]([C:8]([O:10][CH3:11])=[O:9])[O:5][C:6]=1[CH3:12], predict the reactants needed to synthesize it. The reactants are: [Br:1][C:2]1[CH:3]=[C:4]([C:8]([O:10][CH3:11])=[O:9])[O:5][C:6]=1Br.[C:12]1(P(C2C=CC=CC=2)C2C=CC=CC=2)C=CC=CC=1.C[Zn]Cl.[Cl-].[NH4+].